This data is from NCI-60 drug combinations with 297,098 pairs across 59 cell lines. The task is: Regression. Given two drug SMILES strings and cell line genomic features, predict the synergy score measuring deviation from expected non-interaction effect. (1) Drug 1: C1=CC(=CC=C1CCCC(=O)O)N(CCCl)CCCl. Drug 2: CC(C)CN1C=NC2=C1C3=CC=CC=C3N=C2N. Cell line: HCC-2998. Synergy scores: CSS=2.10, Synergy_ZIP=-5.42, Synergy_Bliss=-7.31, Synergy_Loewe=-11.6, Synergy_HSA=-10.3. (2) Drug 1: C1CCC(C1)C(CC#N)N2C=C(C=N2)C3=C4C=CNC4=NC=N3. Drug 2: CC12CCC(CC1=CCC3C2CCC4(C3CC=C4C5=CN=CC=C5)C)O. Cell line: CCRF-CEM. Synergy scores: CSS=-0.642, Synergy_ZIP=-1.54, Synergy_Bliss=-1.36, Synergy_Loewe=-3.28, Synergy_HSA=-3.38. (3) Drug 1: C1=CN(C(=O)N=C1N)C2C(C(C(O2)CO)O)O.Cl. Cell line: U251. Drug 2: CC12CCC3C(C1CCC2O)C(CC4=C3C=CC(=C4)O)CCCCCCCCCS(=O)CCCC(C(F)(F)F)(F)F. Synergy scores: CSS=17.4, Synergy_ZIP=-3.30, Synergy_Bliss=-0.229, Synergy_Loewe=-17.9, Synergy_HSA=-1.07. (4) Drug 1: C1CCN(CC1)CCOC2=CC=C(C=C2)C(=O)C3=C(SC4=C3C=CC(=C4)O)C5=CC=C(C=C5)O. Drug 2: N.N.Cl[Pt+2]Cl. Cell line: T-47D. Synergy scores: CSS=11.0, Synergy_ZIP=-1.59, Synergy_Bliss=0.700, Synergy_Loewe=0.368, Synergy_HSA=0.600. (5) Drug 1: C1CCC(CC1)NC(=O)N(CCCl)N=O. Drug 2: CC1=C(C=C(C=C1)C(=O)NC2=CC(=CC(=C2)C(F)(F)F)N3C=C(N=C3)C)NC4=NC=CC(=N4)C5=CN=CC=C5. Cell line: MDA-MB-231. Synergy scores: CSS=17.1, Synergy_ZIP=-7.24, Synergy_Bliss=-2.88, Synergy_Loewe=-3.42, Synergy_HSA=-1.41. (6) Drug 1: C1=CC=C(C(=C1)C(C2=CC=C(C=C2)Cl)C(Cl)Cl)Cl. Drug 2: CC1=C(C=C(C=C1)C(=O)NC2=CC(=CC(=C2)C(F)(F)F)N3C=C(N=C3)C)NC4=NC=CC(=N4)C5=CN=CC=C5. Cell line: SR. Synergy scores: CSS=-4.96, Synergy_ZIP=3.30, Synergy_Bliss=3.62, Synergy_Loewe=-7.70, Synergy_HSA=-5.54. (7) Drug 1: C1=CC(=C2C(=C1NCCNCCO)C(=O)C3=C(C=CC(=C3C2=O)O)O)NCCNCCO. Drug 2: C1=NC2=C(N=C(N=C2N1C3C(C(C(O3)CO)O)F)Cl)N. Cell line: RPMI-8226. Synergy scores: CSS=34.3, Synergy_ZIP=1.41, Synergy_Bliss=-1.27, Synergy_Loewe=-10.3, Synergy_HSA=-2.36. (8) Drug 1: CC1OCC2C(O1)C(C(C(O2)OC3C4COC(=O)C4C(C5=CC6=C(C=C35)OCO6)C7=CC(=C(C(=C7)OC)O)OC)O)O. Drug 2: CC(C1=C(C=CC(=C1Cl)F)Cl)OC2=C(N=CC(=C2)C3=CN(N=C3)C4CCNCC4)N. Cell line: A498. Synergy scores: CSS=26.0, Synergy_ZIP=-5.92, Synergy_Bliss=-2.00, Synergy_Loewe=-3.61, Synergy_HSA=-0.173. (9) Drug 1: CC(C1=C(C=CC(=C1Cl)F)Cl)OC2=C(N=CC(=C2)C3=CN(N=C3)C4CCNCC4)N. Drug 2: CC1=C(C=C(C=C1)C(=O)NC2=CC(=CC(=C2)C(F)(F)F)N3C=C(N=C3)C)NC4=NC=CC(=N4)C5=CN=CC=C5. Cell line: NCI-H322M. Synergy scores: CSS=-4.95, Synergy_ZIP=3.51, Synergy_Bliss=2.37, Synergy_Loewe=-4.53, Synergy_HSA=-3.79. (10) Drug 1: CC1C(C(=O)NC(C(=O)N2CCCC2C(=O)N(CC(=O)N(C(C(=O)O1)C(C)C)C)C)C(C)C)NC(=O)C3=C4C(=C(C=C3)C)OC5=C(C(=O)C(=C(C5=N4)C(=O)NC6C(OC(=O)C(N(C(=O)CN(C(=O)C7CCCN7C(=O)C(NC6=O)C(C)C)C)C)C(C)C)C)N)C. Drug 2: C1=NC(=NC(=O)N1C2C(C(C(O2)CO)O)O)N. Cell line: HCT116. Synergy scores: CSS=42.8, Synergy_ZIP=-5.55, Synergy_Bliss=-8.83, Synergy_Loewe=-7.30, Synergy_HSA=-4.83.